Dataset: Full USPTO retrosynthesis dataset with 1.9M reactions from patents (1976-2016). Task: Predict the reactants needed to synthesize the given product. (1) Given the product [NH2:7][C@@H:5]([CH3:6])[CH2:4][NH:3][C:8](=[O:9])[O:10][C:11]([CH3:14])([CH3:13])[CH3:12], predict the reactants needed to synthesize it. The reactants are: Cl.Cl.[NH2:3][CH2:4][C@@H:5]([NH2:7])[CH3:6].[C:8](O[C:8]([O:10][C:11]([CH3:14])([CH3:13])[CH3:12])=[O:9])([O:10][C:11]([CH3:14])([CH3:13])[CH3:12])=[O:9].[OH-].[Na+]. (2) The reactants are: [Cl:1][C:2]1[N:7]=[C:6]([C:8]([NH2:10])=[O:9])[CH:5]=[C:4](Cl)[N:3]=1.Cl.[CH3:13][NH:14][O:15][CH3:16]. Given the product [Cl:1][C:2]1[N:7]=[C:6]([C:8]([NH2:10])=[O:9])[CH:5]=[C:4]([N:14]([O:15][CH3:16])[CH3:13])[N:3]=1, predict the reactants needed to synthesize it. (3) Given the product [CH3:20][C:12]1[C:11]([O:10][CH3:9])=[CH:16][CH:15]=[CH:14][C:13]=1[N:17]1[C:18](=[O:19])[NH:7][N:6]=[N:5]1, predict the reactants needed to synthesize it. The reactants are: [Cl-].[Al+3].[Cl-].[Cl-].[N-:5]=[N+:6]=[N-:7].[Na+].[CH3:9][O:10][C:11]1[CH:16]=[CH:15][CH:14]=[C:13]([N:17]=[C:18]=[O:19])[C:12]=1[CH3:20].Cl. (4) Given the product [N+:3]([C:6]1[CH:11]=[CH:10][C:9]([O:12][C:18]2[CH:19]=[CH:14][N:15]=[C:16]([NH:20][CH2:21][CH2:22][CH2:23][OH:24])[N:17]=2)=[CH:8][CH:7]=1)([O-:5])=[O:4], predict the reactants needed to synthesize it. The reactants are: [H-].[Na+].[N+:3]([C:6]1[CH:11]=[CH:10][C:9]([OH:12])=[CH:8][CH:7]=1)([O-:5])=[O:4].Cl[C:14]1[CH:19]=[CH:18][N:17]=[C:16]([NH:20][CH2:21][CH2:22][CH2:23][OH:24])[N:15]=1. (5) Given the product [CH3:1][C:2]1[NH:3][C:4]([C:8]2[C:9]([CH3:19])=[CH:10][C:11]([CH3:18])=[C:12]([CH:17]=2)[C:13]([OH:15])=[O:14])=[C:5]([CH3:7])[N:6]=1, predict the reactants needed to synthesize it. The reactants are: [CH3:1][C:2]1[NH:3][C:4]([C:8]2[C:9]([CH3:19])=[CH:10][C:11]([CH3:18])=[C:12]([CH:17]=2)[C:13]([O:15]C)=[O:14])=[C:5]([CH3:7])[N:6]=1.[OH-].[Na+].Cl. (6) The reactants are: [C:1]1([C:7]2[N:12]=[C:11]([C:13]3[CH:18]=[CH:17][CH:16]=[CH:15][CH:14]=3)[N:10]=[C:9]([C:19]3[CH:24]=[C:23]([C:25]4[C:26]5[C:31]([C:32]6[CH:33]=[CH:34][CH:35]=[CH:36][C:37]=6[CH:38]=4)=[CH:30][CH:29]=[CH:28][CH:27]=5)[CH:22]=[C:21](B4OC(C)(C)C(C)(C)O4)[CH:20]=3)[N:8]=2)[CH:6]=[CH:5][CH:4]=[CH:3][CH:2]=1.Br[C:49]1[CH:54]=[CH:53][CH:52]=[C:51]([CH3:55])[N:50]=1.C1(P(C2CCCCC2)C2C=CC=CC=2C2C(C(C)C)=CC(C(C)C)=CC=2C(C)C)CCCCC1.C(=O)([O-])[O-].[K+].[K+]. Given the product [C:13]1([C:11]2[N:12]=[C:7]([C:1]3[CH:6]=[CH:5][CH:4]=[CH:3][CH:2]=3)[N:8]=[C:9]([C:19]3[CH:24]=[C:23]([C:25]4[C:26]5[C:31]([C:32]6[CH:33]=[CH:34][CH:35]=[CH:36][C:37]=6[CH:38]=4)=[CH:30][CH:29]=[CH:28][CH:27]=5)[CH:22]=[C:21]([C:49]4[CH:54]=[CH:53][CH:52]=[C:51]([CH3:55])[N:50]=4)[CH:20]=3)[N:10]=2)[CH:14]=[CH:15][CH:16]=[CH:17][CH:18]=1, predict the reactants needed to synthesize it. (7) Given the product [Br:8][C:6]1[CH:7]=[C:2]([CH3:32])[C:3](=[O:31])[N:4]([CH2:19][CH2:20][C:21]2[CH:30]=[CH:29][C:24]([C:25]([O:27][CH3:28])=[O:26])=[CH:23][CH:22]=2)[C:5]=1[CH2:9][O:10][C:11]1[CH:16]=[CH:15][CH:14]=[C:13]([CH2:17][CH3:18])[CH:12]=1, predict the reactants needed to synthesize it. The reactants are: Br[C:2]1[C:3](=[O:31])[N:4]([CH2:19][CH2:20][C:21]2[CH:30]=[CH:29][C:24]([C:25]([O:27][CH3:28])=[O:26])=[CH:23][CH:22]=2)[C:5]([CH2:9][O:10][C:11]2[CH:16]=[CH:15][CH:14]=[C:13]([CH2:17][CH3:18])[CH:12]=2)=[C:6]([Br:8])[CH:7]=1.[CH3:32]OB(O)O.C(=O)([O-])[O-].[Na+].[Na+]. (8) Given the product [F:35][C:36]1[CH:41]=[C:40]([F:42])[CH:39]=[CH:38][C:37]=1[C:43]([N:45]=[C:46]=[S:47])=[O:44].[Cl:12][C:13]1[CH:19]=[C:18]([O:20][C:21]2[C:30]3[C:25](=[CH:26][C:27]([O:33][CH3:34])=[C:28]([O:31][CH3:32])[CH:29]=3)[N:24]=[CH:23][CH:22]=2)[CH:17]=[CH:16][C:14]=1[NH:15][C:46]([NH:45][C:43](=[O:44])[C:37]1[CH:38]=[CH:39][C:40]([F:42])=[CH:41][C:36]=1[F:35])=[S:47], predict the reactants needed to synthesize it. The reactants are: FC1C=C(F)C=CC=1C(Cl)=O.[Cl:12][C:13]1[CH:19]=[C:18]([O:20][C:21]2[C:30]3[C:25](=[CH:26][C:27]([O:33][CH3:34])=[C:28]([O:31][CH3:32])[CH:29]=3)[N:24]=[CH:23][CH:22]=2)[CH:17]=[CH:16][C:14]=1[NH2:15].[F:35][C:36]1[CH:41]=[C:40]([F:42])[CH:39]=[CH:38][C:37]=1[C:43]([N:45]=[C:46]=[S:47])=[O:44]. (9) Given the product [CH3:23][C:13]1([CH3:14])[O:19][C@H:7]([CH2:6][C:5](=[O:11])[S:32][CH2:30][CH3:31])[C:8](=[O:9])[O:10]1, predict the reactants needed to synthesize it. The reactants are: CC1(C)[C@@H:6]([CH2:7][C:8]([OH:10])=[O:9])[C:5](=[O:11])OO1.[C:13]([O:19]C(Cl)=O)(=O)[CH2:14]C(C)C.[CH2:23](N(CC)CC)C.[CH2:30]([SH:32])[CH3:31]. (10) The reactants are: Br[C:2]1[CH:3]=[C:4]2[C:8](=[C:9]([C:11]([NH2:13])=[O:12])[CH:10]=1)[NH:7][CH:6]=[C:5]2[CH:14]1[CH2:19][CH2:18][S:17](=[O:21])(=[O:20])[CH2:16][CH2:15]1.[CH:22]([C:24]1[CH:25]=[C:26](B(O)O)[CH:27]=[CH:28][CH:29]=1)=O.C([O-])([O-])=O.[K+].[K+].[BH3-]C#N.[Na+].[CH3:43][CH:44]([CH3:48])[C@@H:45]([NH2:47])[CH3:46]. Given the product [CH3:46][C@H:45]([NH:47][CH2:22][C:24]1[CH:25]=[C:26]([C:2]2[CH:3]=[C:4]3[C:8](=[C:9]([C:11]([NH2:13])=[O:12])[CH:10]=2)[NH:7][CH:6]=[C:5]3[CH:14]2[CH2:19][CH2:18][S:17](=[O:21])(=[O:20])[CH2:16][CH2:15]2)[CH:27]=[CH:28][CH:29]=1)[CH:44]([CH3:48])[CH3:43], predict the reactants needed to synthesize it.